Dataset: Reaction yield outcomes from USPTO patents with 853,638 reactions. Task: Predict the reaction yield, written as a fraction of the theoretical maximum amount of product (1.0 means a 100% yield; for example, 0.34 means a 34% yield). (1) The reactants are Cl[C:2]1[C:11]2[CH:12]=[CH:13][CH:14]=[CH:15][C:10]=2[C:9]2[C:4](=[N:5][CH:6]=[CH:7][C:8]=2[NH:16]C2C=CC=CC=2)[N:3]=1.NCCCN1CC[O:30]CC1. The catalyst is CC(O)C.CO. The product is [NH2:16][C:8]1[CH:7]=[CH:6][N:5]=[C:4]2[C:9]=1[C:10]1[CH:15]=[CH:14][CH:13]=[CH:12][C:11]=1[C:2](=[O:30])[NH:3]2. The yield is 0.120. (2) The product is [CH2:14]([O:16][C:17](=[O:27])[CH2:18][C:19]1[CH:24]=[CH:23][C:22]([O:25][CH2:37]/[CH:36]=[C:35](/[C:32]2[CH:31]=[CH:30][C:29]([Br:28])=[CH:34][CH:33]=2)\[C:39]2[CH:44]=[CH:43][CH:42]=[CH:41][CH:40]=2)=[C:21]([Cl:26])[CH:20]=1)[CH3:15]. The reactants are C(P(CCCC)CCCC)CCC.[CH2:14]([O:16][C:17](=[O:27])[CH2:18][C:19]1[CH:24]=[CH:23][C:22]([OH:25])=[C:21]([Cl:26])[CH:20]=1)[CH3:15].[Br:28][C:29]1[CH:34]=[CH:33][C:32](/[C:35](/[C:39]2[CH:44]=[CH:43][CH:42]=[CH:41][CH:40]=2)=[CH:36]/[CH2:37]O)=[CH:31][CH:30]=1. The catalyst is C1COCC1. The yield is 0.660. (3) The reactants are [CH2:1]1[C:4]2([CH2:8][CH:7]=[CH:6][CH2:5]2)[CH2:3][O:2]1.[N+](=[CH:11][C:12]([O:14][CH2:15][CH3:16])=[O:13])=[N-]. The catalyst is C1(C)C=CC=CC=1.S([O-])([O-])(=O)=O.[Cu+2]. The product is [O:2]1[CH2:3][C:4]2([CH2:8][CH:7]3[CH:6]([CH:11]3[C:12]([O:14][CH2:15][CH3:16])=[O:13])[CH2:5]2)[CH2:1]1. The yield is 0.840. (4) The reactants are Cl.[CH3:2][N:3]1[C:11]2[C:6](=[N:7][C:8]([C@@H:18]([NH2:20])[CH3:19])=[C:9]([C:12]3[N:16]([CH3:17])[N:15]=[CH:14][CH:13]=3)[CH:10]=2)[CH:5]=[CH:4]1.Cl[C:22]1[N:27]=[C:26]([NH2:28])[N:25]=[C:24]2[NH:29][N:30]=[CH:31][C:23]=12.C(N(C(C)C)C(C)C)C. The catalyst is C(#N)C. The product is [CH3:2][N:3]1[C:11]2[C:6](=[N:7][C:8]([C@@H:18]([NH:20][C:22]3[N:27]=[C:26]([NH2:28])[N:25]=[C:24]4[NH:29][N:30]=[CH:31][C:23]=34)[CH3:19])=[C:9]([C:12]3[N:16]([CH3:17])[N:15]=[CH:14][CH:13]=3)[CH:10]=2)[CH:5]=[CH:4]1. The yield is 0.542. (5) The reactants are [NH2:1][C:2]1[CH:10]=[CH:9][CH:8]=[CH:7][C:3]=1[C:4]([NH2:6])=[O:5].[C:11]([N:14]1[CH2:19][CH2:18][N:17]([C:20]2[CH:27]=[CH:26][C:23]([CH:24]=O)=[CH:22][CH:21]=2)[CH2:16][CH2:15]1)(=[O:13])[CH3:12].CC1C=CC(S(O)(=O)=O)=CC=1.OS([O-])=O.[Na+]. The catalyst is CC(N(C)C)=O. The product is [C:11]([N:14]1[CH2:19][CH2:18][N:17]([C:20]2[CH:27]=[CH:26][C:23]([C:24]3[NH:6][C:4](=[O:5])[C:3]4[C:2](=[CH:10][CH:9]=[CH:8][CH:7]=4)[N:1]=3)=[CH:22][CH:21]=2)[CH2:16][CH2:15]1)(=[O:13])[CH3:12]. The yield is 0.890.